From a dataset of Full USPTO retrosynthesis dataset with 1.9M reactions from patents (1976-2016). Predict the reactants needed to synthesize the given product. (1) Given the product [CH2:1]=[CH:2][C:3]1[CH2:23][S:22][C@@H:6]2[C@H:7]([NH:10][C:11](/[C:13](/[C:16]3[N:20]=[C:19]([NH2:21])[S:18][CH:17]=3)=[N:14]\[OH:15])=[O:12])[C:8](=[O:9])[N:5]2[C:4]=1[C:24]([OH:26])=[O:25], predict the reactants needed to synthesize it. The reactants are: [CH2:1]=[CH:2][C:3]1[CH2:23][S:22][C@@H:6]2[C@H:7]([NH:10][C:11](/[C:13](/[C:16]3[N:20]=[C:19]([NH2:21])[S:18][CH:17]=3)=[N:14]\[OH:15])=[O:12])[C:8](=[O:9])[N:5]2[C:4]=1[C:24]([OH:26])=[O:25].[Cs].C(N(CC(O)=O)CC(O)=O)CN(CC(O)=O)CC(O)=O. (2) Given the product [F:1][C:2]1[CH:3]=[C:4]([C:14]2[NH:15][C:16]3[C:21]([N:22]=2)=[C:20]([C:23]2[CH:24]=[CH:25][C:26]([O:31][CH:32]4[CH2:37][CH2:36][N:35]([C:39](=[O:38])[CH2:40][OH:41])[CH2:34][CH2:33]4)=[C:27]([CH:30]=2)[C:28]#[N:29])[N:19]=[CH:18][N:17]=3)[CH:5]=[CH:6][C:7]=1[N:8]1[CH2:9][CH2:10][O:11][CH2:12][CH2:13]1, predict the reactants needed to synthesize it. The reactants are: [F:1][C:2]1[CH:3]=[C:4]([C:14]2[NH:15][C:16]3[C:21]([N:22]=2)=[C:20]([C:23]2[CH:24]=[CH:25][C:26]([O:31][CH:32]4[CH2:37][CH2:36][NH:35][CH2:34][CH2:33]4)=[C:27]([CH:30]=2)[C:28]#[N:29])[N:19]=[CH:18][N:17]=3)[CH:5]=[CH:6][C:7]=1[N:8]1[CH2:13][CH2:12][O:11][CH2:10][CH2:9]1.[OH:38][CH2:39][C:40](O)=[O:41].CCN(C(C)C)C(C)C.CN(C(ON1N=NC2C=CC=NC1=2)=[N+](C)C)C.F[P-](F)(F)(F)(F)F. (3) Given the product [Br:21][C:22]1[CH:27]=[CH:26][C:25]([N:28]2[C:33](=[O:34])[CH:32]=[C:31]([O:35][CH:36]3[CH2:41][CH2:40][N:39]([C:42]([O:44][C:45]([CH3:46])([CH3:48])[CH3:47])=[O:43])[CH2:38][CH2:37]3)[C:30]([C:49](=[O:51])[NH2:11])=[N:29]2)=[CH:24][C:23]=1[F:53], predict the reactants needed to synthesize it. The reactants are: CS(C1C=CC([N:11]2C(=O)C=CC(C([O-])=O)=N2)=CC=1)(=O)=O.[Br:21][C:22]1[CH:27]=[CH:26][C:25]([N:28]2[C:33](=[O:34])[CH:32]=[C:31]([O:35][CH:36]3[CH2:41][CH2:40][N:39]([C:42]([O:44][C:45]([CH3:48])([CH3:47])[CH3:46])=[O:43])[CH2:38][CH2:37]3)[C:30]([C:49]([O:51]C)=O)=[N:29]2)=[CH:24][C:23]=1[F:53]. (4) Given the product [C:32]([O:31][C:29]([N:36]1[CH2:41][CH2:40][CH:39]([O:9][C:5]2[CH:4]=[N:3][C:2]([Br:1])=[C:7]([Cl:8])[N:6]=2)[CH2:38][CH2:37]1)=[O:30])([CH3:35])([CH3:33])[CH3:34], predict the reactants needed to synthesize it. The reactants are: [Br:1][C:2]1[N:3]=[CH:4][C:5]([OH:9])=[N:6][C:7]=1[Cl:8].C1(P(C2C=CC=CC=2)C2C=CC=CC=2)C=CC=CC=1.[C:29]([N:36]1[CH2:41][CH2:40][CH:39](O)[CH2:38][CH2:37]1)([O:31][C:32]([CH3:35])([CH3:34])[CH3:33])=[O:30].CCOC(/N=N/C(OCC)=O)=O. (5) Given the product [OH:1][C@:2]12[CH2:26][C@@H:25]([OH:27])[CH2:24][CH2:23][C@:22]1([CH3:28])[C@@H:21]1[C@H:5]([C@H:6]3[C@:18]([CH3:29])([CH2:19][CH2:20]1)[C@@H:9]([C@H:10]([CH3:17])[CH2:11][CH2:12][CH2:13][CH:14]([CH3:15])[CH3:16])[CH2:8][CH2:7]3)[CH2:4][C@H:3]2[NH:30][CH2:31][CH2:32][CH2:33][NH2:34], predict the reactants needed to synthesize it. The reactants are: [O:1]1[C@H:3]2[CH2:4][C@@H:5]3[C@@H:21]([C@@:22]4([CH3:28])[CH2:23][CH2:24][C@H:25]([OH:27])[CH2:26][C:2]124)[CH2:20][CH2:19][C@@:18]1([CH3:29])[C@H:6]3[CH2:7][CH2:8][C@@H:9]1[C@H:10]([CH3:17])[CH2:11][CH2:12][CH2:13][CH:14]([CH3:16])[CH3:15].[NH2:30][CH2:31][CH2:32][CH2:33][NH2:34].C(O)CCC. (6) Given the product [O-2:2].[O-2:7].[O-2:11].[O-2:16].[O-2:2].[O-2:2].[O-2:2].[O-2:2].[O-2:2].[Mo:17].[Mo:17].[Bi+3:5].[Bi+3:5], predict the reactants needed to synthesize it. The reactants are: [N+]([O-])([O-])=[O:2].[Bi+3:5].[N+]([O-])([O-])=[O:7].[N+]([O-])([O-])=[O:11].[NH4+].[NH4+].[O-:16][Mo:17]([O-])(=O)=O.N.